Dataset: Reaction yield outcomes from USPTO patents with 853,638 reactions. Task: Predict the reaction yield, written as a fraction of the theoretical maximum amount of product (1.0 means a 100% yield; for example, 0.34 means a 34% yield). (1) The reactants are [C:1]([CH:5]1[CH2:13][C:12]2[C:7](=[CH:8][CH:9]=[C:10]([NH:14][C:15]([C:17]3([C:20]4[CH:30]=[CH:29][C:23]5[O:24][C:25]([F:28])([F:27])[O:26][C:22]=5[CH:21]=4)[CH2:19][CH2:18]3)=[O:16])[CH:11]=2)[N:6]1[CH2:31][CH2:32]Cl)([CH3:4])([CH3:3])[CH3:2].[C-:34]#[N:35].[Na+].O. The catalyst is CCO. The product is [C:1]([CH:5]1[CH2:13][C:12]2[C:7](=[CH:8][CH:9]=[C:10]([NH:14][C:15]([C:17]3([C:20]4[CH:30]=[CH:29][C:23]5[O:24][C:25]([F:28])([F:27])[O:26][C:22]=5[CH:21]=4)[CH2:19][CH2:18]3)=[O:16])[CH:11]=2)[N:6]1[CH2:31][CH2:32][C:34]#[N:35])([CH3:4])([CH3:3])[CH3:2]. The yield is 0.480. (2) The reactants are Cl.[NH2:2][C@H:3]([CH:19]([CH3:21])[CH3:20])[C:4]([N:6]1[CH2:11][CH2:10][CH:9]([C:12]2[CH:17]=[CH:16][C:15]([Cl:18])=[CH:14][CH:13]=2)[CH2:8][CH2:7]1)=[O:5].[Cl:22][CH2:23][C:24](Cl)=[O:25]. The catalyst is C(Cl)Cl. The product is [Cl:22][CH2:23][C:24]([NH:2][C@H:3]([CH:19]([CH3:21])[CH3:20])[C:4]([N:6]1[CH2:11][CH2:10][CH:9]([C:12]2[CH:13]=[CH:14][C:15]([Cl:18])=[CH:16][CH:17]=2)[CH2:8][CH2:7]1)=[O:5])=[O:25]. The yield is 0.920. (3) The reactants are [OH:1][CH:2]([C:6]1[CH:11]=[CH:10][C:9]([C:12]2[N:16]=[C:15]([C:17]3[O:21][N:20]=[C:19]([C:22]4[CH:27]=[CH:26][CH:25]=[CH:24][CH:23]=4)[C:18]=3[C:28]([F:31])([F:30])[F:29])[O:14][N:13]=2)=[CH:8][CH:7]=1)[C:3](O)=[O:4].Cl.[NH2:33][C:34]1([C:37]#[N:38])[CH2:36][CH2:35]1.CN(C(ON1N=NC2C=CC=NC1=2)=[N+](C)C)C.F[P-](F)(F)(F)(F)F.CN1CCOCC1. The catalyst is CN(C=O)C. The product is [C:37]([C:34]1([NH:33][C:3](=[O:4])[CH:2]([OH:1])[C:6]2[CH:7]=[CH:8][C:9]([C:12]3[N:16]=[C:15]([C:17]4[O:21][N:20]=[C:19]([C:22]5[CH:23]=[CH:24][CH:25]=[CH:26][CH:27]=5)[C:18]=4[C:28]([F:30])([F:31])[F:29])[O:14][N:13]=3)=[CH:10][CH:11]=2)[CH2:36][CH2:35]1)#[N:38]. The yield is 0.205.